This data is from Full USPTO retrosynthesis dataset with 1.9M reactions from patents (1976-2016). The task is: Predict the reactants needed to synthesize the given product. (1) Given the product [Cl:35][CH2:13][C:9]1[CH:10]=[CH:11][CH:12]=[C:7]([O:6][CH:4]([CH:1]2[CH2:3][CH2:2]2)[CH3:5])[CH:8]=1, predict the reactants needed to synthesize it. The reactants are: [CH:1]1([CH:4]([O:6][C:7]2[CH:8]=[C:9]([CH2:13]O)[CH:10]=[CH:11][CH:12]=2)[CH3:5])[CH2:3][CH2:2]1.C1C=CC(P(C2C=CC=CC=2)C2C=CC=CC=2)=CC=1.C(Cl)(Cl)(Cl)[Cl:35]. (2) Given the product [Br:1][C:2]1[CH:3]=[C:4]([N:8]2[C:12]3=[N:13][CH:14]=[CH:15][CH:16]=[C:11]3[C:10]([C:17]([NH2:18])=[O:21])=[N:9]2)[CH:5]=[CH:6][CH:7]=1, predict the reactants needed to synthesize it. The reactants are: [Br:1][C:2]1[CH:3]=[C:4]([N:8]2[C:12]3=[N:13][CH:14]=[CH:15][CH:16]=[C:11]3[C:10]([C:17]#[N:18])=[N:9]2)[CH:5]=[CH:6][CH:7]=1.C([OH:21])C. (3) Given the product [F:22][C:19]1[CH:20]=[CH:21][C:16]([C:14](=[CH2:15])[CH2:13][C:4]2([CH3:9])[C:5](=[O:8])[CH2:6][CH2:7][N:2]([CH3:1])[CH2:3]2)=[CH:17][CH:18]=1, predict the reactants needed to synthesize it. The reactants are: [CH3:1][N:2]1[CH2:7][CH2:6][C:5](=[O:8])[CH:4]([CH3:9])[CH2:3]1.[H-].[Na+].Br[CH2:13][C:14]([C:16]1[CH:21]=[CH:20][C:19]([F:22])=[CH:18][CH:17]=1)=[CH2:15]. (4) Given the product [C:1]([C:5]1[CH:10]=[C:9]([C:11]([CH3:14])([CH3:13])[CH3:12])[C:8]([OH:15])=[CH:7][C:6]=1[NH:16][C:17]([C:19]1[C:28](=[O:29])[C:27]2[C:22](=[CH:23][C:24]([OH:30])=[CH:25][CH:26]=2)[NH:21][CH:20]=1)=[O:18])([CH3:2])([CH3:3])[CH3:4], predict the reactants needed to synthesize it. The reactants are: [C:1]([C:5]1[CH:10]=[C:9]([C:11]([CH3:14])([CH3:13])[CH3:12])[C:8]([OH:15])=[CH:7][C:6]=1[NH:16][C:17]([C:19]1[C:28](=[O:29])[C:27]2[C:22](=[CH:23][C:24]([O:30]C)=[CH:25][CH:26]=2)[NH:21][CH:20]=1)=[O:18])([CH3:4])([CH3:3])[CH3:2].B(Br)(Br)Br. (5) Given the product [F:1][C:2]([F:7])([F:6])[C:3]([OH:5])=[O:4].[F:28][C:22]1[C:23]([F:27])=[CH:24][CH:25]=[CH:26][C:21]=1[CH2:20][S:19][C:17]1[N:18]=[C:13]([NH:12][C@H:10]([CH3:11])[CH2:9][NH:8][CH2:42][CH2:41][OH:40])[C:14]2[S:31][C:30](=[O:32])[NH:29][C:15]=2[N:16]=1, predict the reactants needed to synthesize it. The reactants are: [F:1][C:2]([F:7])([F:6])[C:3]([OH:5])=[O:4].[NH2:8][CH2:9][C@H:10]([NH:12][C:13]1[C:14]2[S:31][C:30](=[O:32])[NH:29][C:15]=2[N:16]=[C:17]([S:19][CH2:20][C:21]2[CH:26]=[CH:25][CH:24]=[C:23]([F:27])[C:22]=2[F:28])[N:18]=1)[CH3:11].C(C([Si](C)(C)[O:40][CH2:41][CH:42]=O)(CC)C)C.C(O[BH-](OC(=O)C)OC(=O)C)(=O)C.[Na+].Cl.